From a dataset of NCI-60 drug combinations with 297,098 pairs across 59 cell lines. Regression. Given two drug SMILES strings and cell line genomic features, predict the synergy score measuring deviation from expected non-interaction effect. (1) Drug 1: CN(CC1=CN=C2C(=N1)C(=NC(=N2)N)N)C3=CC=C(C=C3)C(=O)NC(CCC(=O)O)C(=O)O. Drug 2: B(C(CC(C)C)NC(=O)C(CC1=CC=CC=C1)NC(=O)C2=NC=CN=C2)(O)O. Cell line: SF-539. Synergy scores: CSS=46.8, Synergy_ZIP=-5.49, Synergy_Bliss=-4.72, Synergy_Loewe=-12.2, Synergy_HSA=-4.66. (2) Drug 1: C1=CC(=CC=C1CC(C(=O)O)N)N(CCCl)CCCl.Cl. Drug 2: CC(C)(C#N)C1=CC(=CC(=C1)CN2C=NC=N2)C(C)(C)C#N. Cell line: EKVX. Synergy scores: CSS=1.76, Synergy_ZIP=-0.307, Synergy_Bliss=-1.83, Synergy_Loewe=-3.27, Synergy_HSA=-3.64. (3) Drug 1: C1CCN(CC1)CCOC2=CC=C(C=C2)C(=O)C3=C(SC4=C3C=CC(=C4)O)C5=CC=C(C=C5)O. Drug 2: COC1=NC(=NC2=C1N=CN2C3C(C(C(O3)CO)O)O)N. Cell line: HCT-15. Synergy scores: CSS=-1.12, Synergy_ZIP=-0.637, Synergy_Bliss=-5.33, Synergy_Loewe=-7.04, Synergy_HSA=-5.52. (4) Drug 1: CC(C1=C(C=CC(=C1Cl)F)Cl)OC2=C(N=CC(=C2)C3=CN(N=C3)C4CCNCC4)N. Drug 2: CC1=C(C(=CC=C1)Cl)NC(=O)C2=CN=C(S2)NC3=CC(=NC(=N3)C)N4CCN(CC4)CCO. Cell line: OVCAR-5. Synergy scores: CSS=15.0, Synergy_ZIP=-3.33, Synergy_Bliss=7.18, Synergy_Loewe=5.24, Synergy_HSA=6.62. (5) Drug 1: CNC(=O)C1=CC=CC=C1SC2=CC3=C(C=C2)C(=NN3)C=CC4=CC=CC=N4. Drug 2: CC1=C(C(=O)C2=C(C1=O)N3CC4C(C3(C2COC(=O)N)OC)N4)N. Cell line: CAKI-1. Synergy scores: CSS=27.1, Synergy_ZIP=1.42, Synergy_Bliss=7.39, Synergy_Loewe=-6.64, Synergy_HSA=7.71. (6) Drug 1: C1CCC(C1)C(CC#N)N2C=C(C=N2)C3=C4C=CNC4=NC=N3. Drug 2: CC1=C(C(=CC=C1)Cl)NC(=O)C2=CN=C(S2)NC3=CC(=NC(=N3)C)N4CCN(CC4)CCO. Cell line: OVCAR-8. Synergy scores: CSS=0.483, Synergy_ZIP=-0.420, Synergy_Bliss=3.69, Synergy_Loewe=-2.74, Synergy_HSA=1.81. (7) Drug 1: C1=CC(=CC=C1CC(C(=O)O)N)N(CCCl)CCCl.Cl. Drug 2: CN(CC1=CN=C2C(=N1)C(=NC(=N2)N)N)C3=CC=C(C=C3)C(=O)NC(CCC(=O)O)C(=O)O. Cell line: HS 578T. Synergy scores: CSS=27.1, Synergy_ZIP=-6.55, Synergy_Bliss=1.78, Synergy_Loewe=-15.4, Synergy_HSA=0.134.